From a dataset of Reaction yield outcomes from USPTO patents with 853,638 reactions. Predict the reaction yield, written as a fraction of the theoretical maximum amount of product (1.0 means a 100% yield; for example, 0.34 means a 34% yield). The reactants are Br[CH2:2]C1C=CC(F)=CC=1.Br.Br[CH2:12][C:13]1[CH:18]=[CH:17][N:16]=[CH:15][CH:14]=1.[O:19]=[C:20]1[NH:24][CH2:23][CH2:22][N:21]1[C:25]1[CH:26]=[C:27]([CH:31]=[CH:32][N:33]=1)[C:28]([O-:30])=[O:29]. No catalyst specified. The product is [O:19]=[C:20]1[N:24]([CH2:12][C:13]2[CH:18]=[CH:17][N:16]=[CH:15][CH:14]=2)[CH2:23][CH2:22][N:21]1[C:25]1[CH:26]=[C:27]([CH:31]=[CH:32][N:33]=1)[C:28]([O:30][CH3:2])=[O:29]. The yield is 0.430.